This data is from Full USPTO retrosynthesis dataset with 1.9M reactions from patents (1976-2016). The task is: Predict the reactants needed to synthesize the given product. (1) Given the product [F:3][C:4]1[N:8]([C:9]2[CH:10]=[CH:11][CH:12]=[CH:13][CH:14]=2)[N:7]=[C:6]([C:15]([F:17])([F:16])[F:18])[C:5]=1[CH2:19][OH:20], predict the reactants needed to synthesize it. The reactants are: [BH4-].[Na+].[F:3][C:4]1[N:8]([C:9]2[CH:14]=[CH:13][CH:12]=[CH:11][CH:10]=2)[N:7]=[C:6]([C:15]([F:18])([F:17])[F:16])[C:5]=1[CH:19]=[O:20].O. (2) Given the product [CH2:30]([O:37][CH:38]([CH:42]([C:49]1[CH:54]=[CH:53][CH:52]=[CH:51][CH:50]=1)[C:43]1[CH:44]=[CH:45][CH:46]=[CH:47][CH:48]=1)[C:39]([NH:6][C:7]1[CH:28]=[CH:27][CH:26]=[C:25]([F:29])[C:8]=1[CH2:9][CH2:10][C@H:11]1[CH2:15][O:14][C:13]([CH3:16])([CH3:17])[N:12]1[C:18]([O:20][C:21]([CH3:24])([CH3:22])[CH3:23])=[O:19])=[O:40])[C:31]1[CH:32]=[CH:33][CH:34]=[CH:35][CH:36]=1, predict the reactants needed to synthesize it. The reactants are: O=P(Cl)(Cl)Cl.[NH2:6][C:7]1[CH:28]=[CH:27][CH:26]=[C:25]([F:29])[C:8]=1[CH2:9][CH2:10][C@H:11]1[CH2:15][O:14][C:13]([CH3:17])([CH3:16])[N:12]1[C:18]([O:20][C:21]([CH3:24])([CH3:23])[CH3:22])=[O:19].[CH2:30]([O:37][CH:38]([CH:42]([C:49]1[CH:54]=[CH:53][CH:52]=[CH:51][CH:50]=1)[C:43]1[CH:48]=[CH:47][CH:46]=[CH:45][CH:44]=1)[C:39](O)=[O:40])[C:31]1[CH:36]=[CH:35][CH:34]=[CH:33][CH:32]=1. (3) Given the product [N+:8]([C:7]1[C:2]([NH:14][CH:15]2[CH2:16][CH2:17][N:18]([C:21]([O:23][C:24]([CH3:27])([CH3:26])[CH3:25])=[O:22])[CH2:19][CH2:20]2)=[C:3]2[S:13][CH:12]=[CH:11][C:4]2=[N:5][CH:6]=1)([O-:10])=[O:9], predict the reactants needed to synthesize it. The reactants are: Cl[C:2]1[C:7]([N+:8]([O-:10])=[O:9])=[CH:6][N:5]=[C:4]2[CH:11]=[CH:12][S:13][C:3]=12.[NH2:14][CH:15]1[CH2:20][CH2:19][N:18]([C:21]([O:23][C:24]([CH3:27])([CH3:26])[CH3:25])=[O:22])[CH2:17][CH2:16]1.C(N(CC)C(C)C)(C)C.